This data is from Catalyst prediction with 721,799 reactions and 888 catalyst types from USPTO. The task is: Predict which catalyst facilitates the given reaction. (1) Reactant: [CH3:1][O:2][CH2:3][CH2:4][C:5]1[N:6]([CH2:18][CH2:19][O:20][CH2:21][CH2:22][NH:23][C:24](=[O:30])[O:25][C:26]([CH3:29])([CH3:28])[CH3:27])[C:7]2[C:16]3[CH:15]=[CH:14][CH:13]=[CH:12][C:11]=3[N:10]=[CH:9][C:8]=2[N:17]=1.C1C=C(Cl)C=C(C(OO)=[O:39])C=1. Product: [CH3:1][O:2][CH2:3][CH2:4][C:5]1[N:6]([CH2:18][CH2:19][O:20][CH2:21][CH2:22][NH:23][C:24](=[O:30])[O:25][C:26]([CH3:27])([CH3:29])[CH3:28])[C:7]2[C:16]3[CH:15]=[CH:14][CH:13]=[CH:12][C:11]=3[N+:10]([O-:39])=[CH:9][C:8]=2[N:17]=1. The catalyst class is: 22. (2) Reactant: [BH-](OC(C)=O)(OC(C)=O)[O:2][C:3]([CH3:5])=O.[Na+].[NH2:15][C@@H:16]([CH3:50])[C:17]([NH:19][C@H:20]1[CH2:26][O:25][C:24]2[CH:27]=[CH:28][CH:29]=[CH:30][C:23]=2[N:22]([CH2:31][C:32]2[C:40]3[C:35](=[CH:36][CH:37]=[CH:38][CH:39]=3)[N:34]([C:41]3[CH:46]=[CH:45][CH:44]=[CH:43][C:42]=3[C:47]#[N:48])[N:33]=2)[C:21]1=[O:49])=[O:18].C1OC(O)COC1O. Product: [C:47]([C:42]1[CH:43]=[CH:44][CH:45]=[CH:46][C:41]=1[N:34]1[C:35]2[C:40](=[CH:39][CH:38]=[CH:37][CH:36]=2)[C:32]([CH2:31][N:22]2[C:21](=[O:49])[C@@H:20]([NH:19][C:17](=[O:18])[C@@H:16]([NH:15][CH2:5][CH2:3][OH:2])[CH3:50])[CH2:26][O:25][C:24]3[CH:27]=[CH:28][CH:29]=[CH:30][C:23]2=3)=[N:33]1)#[N:48]. The catalyst class is: 326.